Dataset: Catalyst prediction with 721,799 reactions and 888 catalyst types from USPTO. Task: Predict which catalyst facilitates the given reaction. (1) Reactant: [CH2:1]1[C:5]2([CH2:10][CH2:9][NH:8][CH2:7][CH2:6]2)[CH2:4][CH2:3][N:2]1[C:11]([O:13][C:14]([CH3:17])([CH3:16])[CH3:15])=[O:12].Cl[C:19]1[N:24]=[C:23](Cl)[C:22]([C:26]#[N:27])=[CH:21][N:20]=1.CCN(C(C)C)C(C)C.[C:37]1([C:44]2[CH:49]=[CH:48][CH:47]=[CH:46][CH:45]=2)[CH:42]=[CH:41][CH:40]=[C:39]([NH2:43])[CH:38]=1. Product: [C:37]1([C:44]2[CH:45]=[CH:46][CH:47]=[CH:48][CH:49]=2)[CH:42]=[CH:41][CH:40]=[C:39]([NH:43][C:19]2[N:24]=[C:23]([N:8]3[CH2:7][CH2:6][C:5]4([CH2:1][N:2]([C:11]([O:13][C:14]([CH3:17])([CH3:16])[CH3:15])=[O:12])[CH2:3][CH2:4]4)[CH2:10][CH2:9]3)[C:22]([C:26]#[N:27])=[CH:21][N:20]=2)[CH:38]=1. The catalyst class is: 124. (2) Reactant: [H-].[Na+].[OH:3][CH2:4][C:5]1[CH:10]=[CH:9][C:8]([S:11]([NH:14][C:15](=[O:21])[O:16][C:17]([CH3:20])([CH3:19])[CH3:18])(=[O:13])=[O:12])=[CH:7][CH:6]=1.[C:22]([O:26][C:27](=[O:30])[CH2:28]Br)([CH3:25])([CH3:24])[CH3:23]. Product: [C:17]([O:16][C:15]([NH:14][S:11]([C:8]1[CH:9]=[CH:10][C:5]([CH2:4][O:3][CH2:28][C:27]([O:26][C:22]([CH3:25])([CH3:24])[CH3:23])=[O:30])=[CH:6][CH:7]=1)(=[O:13])=[O:12])=[O:21])([CH3:18])([CH3:20])[CH3:19]. The catalyst class is: 3. (3) Reactant: [F:1][C:2]1[CH:7]=[CH:6][C:5]([C:8]2[N:12]([C:13]3[CH:18]=[CH:17][CH:16]=[CH:15][CH:14]=3)[N:11]=[CH:10][C:9]=2[C:19]2[S:20][CH:21]=[C:22]([CH2:24][C:25]([O:27]CC)=[O:26])[N:23]=2)=[CH:4][CH:3]=1.[OH-].[Na+].Cl. Product: [F:1][C:2]1[CH:3]=[CH:4][C:5]([C:8]2[N:12]([C:13]3[CH:14]=[CH:15][CH:16]=[CH:17][CH:18]=3)[N:11]=[CH:10][C:9]=2[C:19]2[S:20][CH:21]=[C:22]([CH2:24][C:25]([OH:27])=[O:26])[N:23]=2)=[CH:6][CH:7]=1. The catalyst class is: 8. (4) Reactant: [CH2:1]1[CH:5]2[CH2:6][C:7](=[O:9])[CH2:8][CH:4]2[CH2:3][NH:2]1.C(=O)([O-])[O-].[K+].[K+].Cl[C:17]([O:19][CH3:20])=[O:18]. Product: [CH3:20][O:19][C:17]([N:2]1[CH2:3][CH:4]2[CH2:8][C:7](=[O:9])[CH2:6][CH:5]2[CH2:1]1)=[O:18]. The catalyst class is: 10. (5) Reactant: [F:1][C:2]1[CH:3]=[C:4]([CH:7]=[CH:8][C:9]=1[OH:10])[CH:5]=[O:6].Br[CH2:12][CH2:13][OH:14].C(=O)([O-])[O-].[K+].[K+]. Product: [F:1][C:2]1[CH:3]=[C:4]([CH:7]=[CH:8][C:9]=1[O:10][CH2:12][CH2:13][OH:14])[CH:5]=[O:6]. The catalyst class is: 3. (6) Reactant: [CH2:1]([O:3][C:4](=[O:18])[CH:5]([O:15][CH2:16][CH3:17])[CH2:6][C:7]1[CH:12]=[CH:11][C:10]([OH:13])=[C:9]([F:14])[CH:8]=1)[CH3:2].[C:19]1([CH3:33])[CH:24]=[CH:23][C:22]([C:25]2[S:26][CH:27]=[C:28]([CH2:30][CH2:31]O)[N:29]=2)=[CH:21][CH:20]=1.C(OC(=O)CC1N=C(C2C=CC(C)=CC=2)SC=1)C.[H-].[Al+3].[Li+].[H-].[H-].[H-].C1(P(C2C=CC=CC=2)C2C=CC=CC=2)C=CC=CC=1.N(C(OCC)=O)=NC(OCC)=O. Product: [CH2:1]([O:3][C:4](=[O:18])[CH:5]([O:15][CH2:16][CH3:17])[CH2:6][C:7]1[CH:12]=[CH:11][C:10]([O:13][CH2:31][CH2:30][C:28]2[N:29]=[C:25]([C:22]3[CH:23]=[CH:24][C:19]([CH3:33])=[CH:20][CH:21]=3)[S:26][CH:27]=2)=[C:9]([F:14])[CH:8]=1)[CH3:2]. The catalyst class is: 7. (7) Reactant: [CH3:1][C:2]1[C@@H:19]([O:20][C:21]([C@H:23]([OH:40])[C@@H:24]([NH:31][C:32]([C:34]2[CH:35]=[CH:36][CH:37]=[CH:38][CH:39]=2)=[O:33])[C:25]2[CH:26]=[CH:27][CH:28]=[CH:29][CH:30]=2)=[O:22])[CH2:18][C@:14]2([OH:41])[C:15]([CH3:17])([CH3:16])[C:3]=1[C@@H:4]([O:59][C:60]([CH3:62])=[O:61])[C:5]([C@@:7]1([CH3:58])[C@H:12]([C@@H:13]2[O:42][C:43]([C:45]2[CH:46]=[CH:47][CH:48]=[CH:49][CH:50]=2)=[O:44])[C@:11]2([O:53][C:54]([CH3:56])=[O:55])[CH2:51][O:52][C@@H:10]2[CH2:9][C@@H:8]1[OH:57])=[O:6]. Product: [CH3:1][C:2]1[C@@H:19]([O:20][C:21]([C@H:23]([OH:40])[C@@H:24]([NH:31][C:32]([C:34]2[CH:39]=[CH:38][CH:37]=[CH:36][CH:35]=2)=[O:33])[C:25]2[CH:26]=[CH:27][CH:28]=[CH:29][CH:30]=2)=[O:22])[CH2:18][C@:14]2([OH:41])[C:15]([CH3:16])([CH3:17])[C:3]=1[C@@H:4]([O:59][C:60]([CH3:62])=[O:61])[C:5]([C@@:7]1([CH3:58])[C@H:12]([C@@H:13]2[O:42][C:43]([C:45]2[CH:50]=[CH:49][CH:48]=[CH:47][CH:46]=2)=[O:44])[C@:11]2([O:53][C:54]([CH3:56])=[O:55])[CH2:51][O:52][C@@H:10]2[CH2:9][C@@H:8]1[OH:57])=[O:6].[CH2:5]([OH:6])[CH3:4]. The catalyst class is: 8. (8) Reactant: [CH3:1][O:2][CH2:3][C@H:4]([OH:6])[CH3:5].[H-].[Na+].Cl[C:10]1[N:15]=[C:14]([C:16]([NH:18][CH2:19][CH3:20])=[O:17])[CH:13]=[C:12]([S:21][CH3:22])[N:11]=1. Product: [CH2:19]([NH:18][C:16]([C:14]1[CH:13]=[C:12]([S:21][CH3:22])[N:11]=[C:10]([O:6][C@H:4]([CH3:5])[CH2:3][O:2][CH3:1])[N:15]=1)=[O:17])[CH3:20]. The catalyst class is: 1.